Dataset: Forward reaction prediction with 1.9M reactions from USPTO patents (1976-2016). Task: Predict the product of the given reaction. (1) Given the reactants [C:1]([O:5][C:6]([N:8]1[CH2:15][CH2:14][CH2:13][C@H:9]1[C:10]([OH:12])=O)=[O:7])([CH3:4])([CH3:3])[CH3:2].C(N(CC)CC)C.C(Cl)(=O)C(C)(C)C.Cl.[CH3:31][O:32][C:33](=[O:39])[C@@H:34]1[CH2:38][CH2:37][CH2:36][NH:35]1, predict the reaction product. The product is: [CH3:31][O:32][C:33](=[O:39])[C@@H:34]1[CH2:38][CH2:37][CH2:36][N:35]1[C:10](=[O:12])[C@@H:9]1[CH2:13][CH2:14][CH2:15][N:8]1[C:6]([O:5][C:1]([CH3:2])([CH3:3])[CH3:4])=[O:7]. (2) Given the reactants [Cl:1][C:2]1[C:3]([O:18][C@@H:19]2[CH2:24][CH2:23][N:22](C(OC(C)(C)C)=O)[CH2:21][C@H:20]2[CH3:32])=[CH:4][C:5](=[O:17])[N:6]([C:8]2[CH:13]=[CH:12][C:11]([C:14]#[N:15])=[C:10]([F:16])[CH:9]=2)[CH:7]=1.Cl, predict the reaction product. The product is: [ClH:1].[Cl:1][C:2]1[C:3]([O:18][CH:19]2[CH2:24][CH2:23][NH:22][CH2:21][CH:20]2[CH3:32])=[CH:4][C:5](=[O:17])[N:6]([C:8]2[CH:13]=[CH:12][C:11]([C:14]#[N:15])=[C:10]([F:16])[CH:9]=2)[CH:7]=1. (3) The product is: [ClH:45].[F:37][C:36]1[CH:35]=[C:31]([CH:30]=[C:29]([F:38])[C:28]=1[N:25]1[CH2:26][CH2:27][CH:22]([CH2:21][NH:8][C@@H:9]([C:11]2[C:20]3[C:15](=[CH:16][CH:17]=[CH:18][CH:19]=3)[CH:14]=[CH:13][CH:12]=2)[CH3:10])[CH:23]([C:39]2[CH:44]=[CH:43][CH:42]=[CH:41][CH:40]=2)[CH2:24]1)[C:32]([OH:34])=[O:33]. Given the reactants C(OC([N:8]([CH2:21][CH:22]1[CH2:27][CH2:26][N:25]([C:28]2[C:36]([F:37])=[CH:35][C:31]([C:32]([OH:34])=[O:33])=[CH:30][C:29]=2[F:38])[CH2:24][CH:23]1[C:39]1[CH:44]=[CH:43][CH:42]=[CH:41][CH:40]=1)[C@@H:9]([C:11]1[C:20]2[C:15](=[CH:16][CH:17]=[CH:18][CH:19]=2)[CH:14]=[CH:13][CH:12]=1)[CH3:10])=O)(C)(C)C.[ClH:45].O1CCOCC1, predict the reaction product. (4) The product is: [NH2:17][C:14]1[CH:13]=[C:12]([CH2:11][C:10]([NH:9][C:3]2[CH:4]=[CH:5][CH:6]=[C:7]([F:8])[C:2]=2[F:1])=[O:24])[NH:16][N:15]=1. Given the reactants [F:1][C:2]1[C:7]([F:8])=[CH:6][CH:5]=[CH:4][C:3]=1[NH:9][C:10](=[O:24])[CH2:11][C:12]1[NH:16][N:15]=[C:14]([NH:17]C(=O)C(F)(F)F)[CH:13]=1.C(=O)([O-])O.[Na+], predict the reaction product. (5) Given the reactants [F:1][C:2]1[CH:7]=[CH:6][N:5]=[C:4]2[N:8]([Si:11]([CH:18]([CH3:20])[CH3:19])([CH:15]([CH3:17])[CH3:16])[CH:12]([CH3:14])[CH3:13])[CH:9]=[CH:10][C:3]=12.[Li]C(CC)C.[Cl:26]C(Cl)(Cl)C(Cl)(Cl)Cl, predict the reaction product. The product is: [Cl:26][C:7]1[C:2]([F:1])=[C:3]2[CH:10]=[CH:9][N:8]([Si:11]([CH:15]([CH3:17])[CH3:16])([CH:18]([CH3:20])[CH3:19])[CH:12]([CH3:13])[CH3:14])[C:4]2=[N:5][CH:6]=1. (6) Given the reactants [OH:1][CH:2]1[CH2:7][CH2:6][N:5]([C:8]([O:10][C:11]([CH3:14])([CH3:13])[CH3:12])=[O:9])[CH2:4][CH2:3]1.[N+:15]([C:18]1[CH:19]=[C:20](O)[CH:21]=[CH:22][CH:23]=1)([O-:17])=[O:16].C1(P(C2C=CC=CC=2)C2C=CC=CC=2)C=CC=CC=1, predict the reaction product. The product is: [N+:15]([C:18]1[CH:23]=[C:22]([CH:21]=[CH:20][CH:19]=1)[O:1][CH:2]1[CH2:3][CH2:4][N:5]([C:8]([O:10][C:11]([CH3:14])([CH3:13])[CH3:12])=[O:9])[CH2:6][CH2:7]1)([O-:17])=[O:16].